This data is from Reaction yield outcomes from USPTO patents with 853,638 reactions. The task is: Predict the reaction yield, written as a fraction of the theoretical maximum amount of product (1.0 means a 100% yield; for example, 0.34 means a 34% yield). (1) The reactants are [Cl:1][CH2:2][C:3](Cl)=[O:4].[CH2:6]([NH2:12])[CH:7]1[O:11][CH2:10][CH2:9][CH2:8]1.CN(C)C. The catalyst is ClCCl. The product is [Cl:1][CH2:2][C:3]([NH:12][CH2:6][CH:7]1[CH2:8][CH2:9][CH2:10][O:11]1)=[O:4]. The yield is 0.760. (2) The reactants are [F:1][C:2]1[C:10]([N+:11]([O-:13])=[O:12])=[CH:9][CH:8]=[C:7]([F:14])[C:3]=1C(O)=O.ClCCl.[C:18](Cl)(=[O:22])C(Cl)=O.[N-:24]=[N+]=[N-].[Na+].[C:28]([OH:32])([CH3:31])([CH3:30])[CH3:29]. The catalyst is CN(C)C=O. The product is [C:28]([O:32][C:18](=[O:22])[NH:24][C:3]1[C:7]([F:14])=[CH:8][CH:9]=[C:10]([N+:11]([O-:13])=[O:12])[C:2]=1[F:1])([CH3:31])([CH3:30])[CH3:29]. The yield is 0.930. (3) The catalyst is C(OCC)(=O)C. The product is [Br:12][C:6]1[CH:7]=[C:8]([N+:9]([O-:11])=[O:10])[C:2]([F:1])=[CH:3][C:4]=1[NH2:5]. The yield is 0.500. The reactants are [F:1][C:2]1[CH:3]=[C:4]([CH:6]=[CH:7][C:8]=1[N+:9]([O-:11])=[O:10])[NH2:5].[Br:12]N1C(=O)CCC1=O. (4) The reactants are [CH3:1][O:2][C:3]1([C:8]([O:10]C)=[O:9])[CH2:7][CH2:6][CH2:5][CH2:4]1.[Li+].[OH-]. The catalyst is C1COCC1.O. The product is [CH3:1][O:2][C:3]1([C:8]([OH:10])=[O:9])[CH2:7][CH2:6][CH2:5][CH2:4]1. The yield is 0.990. (5) The reactants are [CH3:1][N:2]1[CH2:7][CH2:6][N:5]([C:8](=[O:22])[CH2:9][CH2:10][C:11]2[C:19]3[CH2:18][CH2:17][CH2:16][CH2:15][C:14]=3[NH:13][C:12]=2[CH:20]=O)[CH2:4][CH2:3]1.[CH2:23]([S:25]([C:28]1[CH:29]=[C:30]2[C:34](=[CH:35][CH:36]=1)[NH:33][C:32](=[O:37])[CH2:31]2)(=[O:27])=[O:26])[CH3:24]. No catalyst specified. The product is [CH2:23]([S:25]([C:28]1[CH:29]=[C:30]2[C:34](=[CH:35][CH:36]=1)[NH:33][C:32](=[O:37])/[C:31]/2=[CH:20]\[C:12]1[NH:13][C:14]2[CH2:15][CH2:16][CH2:17][CH2:18][C:19]=2[C:11]=1[CH2:10][CH2:9][C:8]([N:5]1[CH2:6][CH2:7][N:2]([CH3:1])[CH2:3][CH2:4]1)=[O:22])(=[O:26])=[O:27])[CH3:24]. The yield is 0.530. (6) The reactants are CC(C1C=C(C(C)C)C=C(C(C)C)C=1S([O:19][CH:20]([C:27]1(O)[CH2:30][N:29]([C:31]([C:33]2[CH:38]=[CH:37][C:36]([F:39])=[C:35]([F:40])[C:34]=2[NH:41][C:42]2[CH:47]=[CH:46][C:45]([I:48])=[CH:44][C:43]=2[F:49])=[O:32])[CH2:28]1)[CH2:21][CH:22]1[O:26][CH2:25][CH2:24][O:23]1)(=O)=O)C.[H-].[Na+].C(OCC)(=O)C. The catalyst is O1CCCC1. The product is [O:26]1[CH2:25][CH2:24][O:23][CH:22]1[CH2:21][CH:20]1[C:27]2([CH2:30][N:29]([C:31]([C:33]3[C:34]([NH:41][C:42]4[CH:47]=[CH:46][C:45]([I:48])=[CH:44][C:43]=4[F:49])=[C:35]([F:40])[C:36]([F:39])=[CH:37][CH:38]=3)=[O:32])[CH2:28]2)[O:19]1. The yield is 0.940. (7) The reactants are [NH2:1][C:2]1[CH:7]=[CH:6][C:5]([CH:8]2[CH2:13][N:12]([CH3:14])[C:11](=[O:15])[N:10]([CH3:16])[CH2:9]2)=[CH:4][C:3]=1[C:17]1[CH2:23][CH2:22][CH2:21][CH2:20][CH2:19][CH:18]=1.[C:24]([C:26]1[CH:27]=[C:28]([C:31](O)=[O:32])[NH:29][CH:30]=1)#[N:25].CCN=C=NCCCN(C)C.C1C=CC2N(O)N=NC=2C=1.CCN(C(C)C)C(C)C. The catalyst is C(Cl)Cl. The product is [C:17]1([C:3]2[CH:4]=[C:5]([CH:8]3[CH2:9][N:10]([CH3:16])[C:11](=[O:15])[N:12]([CH3:14])[CH2:13]3)[CH:6]=[CH:7][C:2]=2[NH:1][C:31]([C:28]2[NH:29][CH:30]=[C:26]([C:24]#[N:25])[CH:27]=2)=[O:32])[CH2:23][CH2:22][CH2:21][CH2:20][CH2:19][CH:18]=1. The yield is 0.140. (8) The reactants are [C:1]1([C:21]2[CH:26]=[CH:25][CH:24]=[CH:23][CH:22]=2)[CH:6]=[CH:5][C:4]([C:7]([N:9]2[CH2:13][C:12](=[N:14][O:15][CH3:16])[CH2:11][C@H:10]2[C:17](=[N:19][OH:20])[NH2:18])=[O:8])=[CH:3][CH:2]=1.[CH3:27][N:28]([CH3:34])[CH2:29][CH2:30][C:31](O)=O. No catalyst specified. The product is [CH3:16][O:15][N:14]=[C:12]1[CH2:11][C@@H:10]([C:17]2[N:18]=[C:31]([CH2:30][CH2:29][N:28]([CH3:34])[CH3:27])[O:20][N:19]=2)[N:9]([C:7]([C:4]2[CH:3]=[CH:2][C:1]([C:21]3[CH:26]=[CH:25][CH:24]=[CH:23][CH:22]=3)=[CH:6][CH:5]=2)=[O:8])[CH2:13]1. The yield is 0.250. (9) The reactants are [C:1]1(C2C=CC=CC=2)[CH:6]=[CH:5][C:4]([CH2:7][N:8]([CH2:16][CH2:17][CH2:18][N:19]([CH2:29][C:30]2[CH:35]=[CH:34][C:33](C3C=CC=CC=3)=[CH:32][CH:31]=2)[C:20]([O:22][CH2:23][C:24]2[S:28][CH:27]=[N:26][CH:25]=2)=[O:21])C(=O)OC(C)(C)C)=[CH:3][CH:2]=1.[CH3:48][C:49]1[S:53][C:52]([CH:54]=O)=[CH:51][CH:50]=1.CC(O)=O. No catalyst specified. The product is [CH2:29]([N:19]([CH2:18][CH2:17][CH2:16][N:8]([CH2:7][C:4]1[CH:3]=[CH:2][CH:1]=[CH:6][CH:5]=1)[CH2:54][C:52]1[S:53][C:49]([CH3:48])=[CH:50][CH:51]=1)[C:20](=[O:21])[O:22][CH2:23][C:24]1[S:28][CH:27]=[N:26][CH:25]=1)[C:30]1[CH:35]=[CH:34][CH:33]=[CH:32][CH:31]=1. The yield is 0.160. (10) The reactants are [Si](OS(C(F)(F)F)(=O)=O)(C)(C)C.[OH:13][C:14]1[CH:15]=[C:16]([C:31]([CH3:37])([CH3:36])[C:32]([O:34][CH3:35])=[O:33])[CH:17]=[C:18]([OH:30])[C:19]=1[C@@H:20]1[CH2:25][C:24](=[O:26])[C@H:23]2[CH2:27][C@H:21]1[C:22]2([CH3:29])[CH3:28].C(Cl)Cl.[N+](C)([O-])=O. The catalyst is C(OCC)(=O)C. The product is [CH3:35][O:34][C:32](=[O:33])[C:31]([C:16]1[CH:17]=[C:18]2[C:19]([C@@H:20]3[CH2:25][C:24](=[O:26])[CH2:23][CH2:27][C@H:21]3[C:22]([CH3:28])([CH3:29])[O:30]2)=[C:14]([OH:13])[CH:15]=1)([CH3:36])[CH3:37]. The yield is 0.540.